Task: Regression. Given two drug SMILES strings and cell line genomic features, predict the synergy score measuring deviation from expected non-interaction effect.. Dataset: NCI-60 drug combinations with 297,098 pairs across 59 cell lines Drug 1: C1=CC(=CC=C1C#N)C(C2=CC=C(C=C2)C#N)N3C=NC=N3. Drug 2: C1=CC=C(C(=C1)C(C2=CC=C(C=C2)Cl)C(Cl)Cl)Cl. Cell line: NCI-H322M. Synergy scores: CSS=1.07, Synergy_ZIP=-0.669, Synergy_Bliss=-2.45, Synergy_Loewe=0.592, Synergy_HSA=-3.04.